Dataset: Full USPTO retrosynthesis dataset with 1.9M reactions from patents (1976-2016). Task: Predict the reactants needed to synthesize the given product. (1) The reactants are: [C:1]([O:5][C@@H:6]([C:12]1[C:40]([CH3:41])=[N:39][C:38]2=[CH:42][C:35]3=[N:36][N:37]2[C:13]=1[N:14]1[CH2:46][CH2:45][C:17]([CH3:47])([O:18][CH2:19][CH2:20][CH2:21][CH2:22][O:23][C:24]2[CH:25]=[CH:26][CH:27]=[CH:28][C:29]=2[CH2:30][C:31](=[O:44])[CH2:32][NH:33][C:34]3=[O:43])[CH2:16][CH2:15]1)[C:7]([O:9]CC)=[O:8])([CH3:4])([CH3:3])[CH3:2].[OH-].[Na+]. Given the product [C:1]([O:5][C@@H:6]([C:12]1[C:40]([CH3:41])=[N:39][C:38]2=[CH:42][C:35]3=[N:36][N:37]2[C:13]=1[N:14]1[CH2:46][CH2:45][C:17]([CH3:47])([O:18][CH2:19][CH2:20][CH2:21][CH2:22][O:23][C:24]2[CH:25]=[CH:26][CH:27]=[CH:28][C:29]=2[CH2:30][C:31](=[O:44])[CH2:32][NH:33][C:34]3=[O:43])[CH2:16][CH2:15]1)[C:7]([OH:9])=[O:8])([CH3:4])([CH3:2])[CH3:3], predict the reactants needed to synthesize it. (2) Given the product [ClH:16].[Br:1][C:2]1[CH:3]=[CH:4][C:5]([CH3:9])=[C:6]([NH:7][NH2:10])[CH:8]=1, predict the reactants needed to synthesize it. The reactants are: [Br:1][C:2]1[CH:3]=[CH:4][C:5]([CH3:9])=[C:6]([CH:8]=1)[NH2:7].[N:10]([O-])=O.[Na+].O.O.[Cl:16][Sn]Cl.[OH-].[Na+].CCOCC. (3) The reactants are: [C:1]([OH:10])(=[O:9])[C:2]1[C:3](=[CH:5][CH:6]=[CH:7][CH:8]=1)[OH:4].O.[OH-].[Li+:13].O. Given the product [C:1]([O-:10])(=[O:9])[C:2]1[C:3](=[CH:5][CH:6]=[CH:7][CH:8]=1)[OH:4].[Li+:13], predict the reactants needed to synthesize it. (4) Given the product [C:26]1([N:36]2[C:5]([C:7]3[C:12](=[O:13])[CH:11]=[CH:10][N:9]([C:14]4[CH:19]=[CH:18][CH:17]=[C:16]([O:20][C:21]([F:24])([F:23])[F:22])[CH:15]=4)[N:8]=3)=[CH:4][CH:3]=[N:2]2)[C:35]2[CH2:34][CH2:33][CH2:32][CH2:31][C:30]=2[CH:29]=[CH:28][N:27]=1, predict the reactants needed to synthesize it. The reactants are: C[N:2](C)/[CH:3]=[CH:4]/[C:5]([C:7]1[C:12](=[O:13])[CH:11]=[CH:10][N:9]([C:14]2[CH:19]=[CH:18][CH:17]=[C:16]([O:20][C:21]([F:24])([F:23])[F:22])[CH:15]=2)[N:8]=1)=O.[C:26]1([NH:36]N)[C:35]2[CH2:34][CH2:33][CH2:32][CH2:31][C:30]=2[CH:29]=[CH:28][N:27]=1.C1(N)C2CCCCC=2C=CN=1.N([O-])=O.[Na+].[Sn](Cl)Cl.